Dataset: Catalyst prediction with 721,799 reactions and 888 catalyst types from USPTO. Task: Predict which catalyst facilitates the given reaction. (1) Reactant: [CH3:1][C:2]1[CH:7]=[CH:6][N:5]=[CH:4][C:3]=1[N:8]1[CH2:12][CH2:11][NH:10][C:9]1=[O:13].Br[C:15]1[CH:20]=[CH:19][N:18]=[C:17]([NH:21][C:22](=[O:24])[CH3:23])[CH:16]=1.N[C@@H]1CCCC[C@H]1N.P([O-])([O-])([O-])=O.[K+].[K+].[K+]. Product: [CH3:1][C:2]1[CH:7]=[CH:6][N:5]=[CH:4][C:3]=1[N:8]1[CH2:12][CH2:11][N:10]([C:15]2[CH:20]=[CH:19][N:18]=[C:17]([NH:21][C:22](=[O:24])[CH3:23])[CH:16]=2)[C:9]1=[O:13]. The catalyst class is: 246. (2) Reactant: [Cl:1][C:2]1[CH:3]=[C:4]2[C:9](=[CH:10][C:11]=1[C:12](O)=[O:13])[N:8]=[CH:7][N:6]=[C:5]2[NH:15][CH:16]([C:18]1[NH:22][C:21]2[CH:23]=[CH:24][C:25]([Cl:27])=[CH:26][C:20]=2[N:19]=1)[CH3:17].FC1C(OC(N(C)C)=[N+](C)C)=C(F)C(F)=C(F)C=1F.F[P-](F)(F)(F)(F)F.C(N(C(C)C)CC)(C)C.[OH:63][N:64]1[CH2:69][CH2:68][NH:67][CH2:66][CH2:65]1. Product: [Cl:1][C:2]1[CH:3]=[C:4]2[C:9](=[CH:10][C:11]=1[C:12]([N:67]1[CH2:68][CH2:69][N:64]([OH:63])[CH2:65][CH2:66]1)=[O:13])[N:8]=[CH:7][N:6]=[C:5]2[NH:15][CH:16]([C:18]1[NH:22][C:21]2[CH:23]=[CH:24][C:25]([Cl:27])=[CH:26][C:20]=2[N:19]=1)[CH3:17]. The catalyst class is: 16. (3) Reactant: [C:1]1([C:7]2[O:11][N:10]=[C:9]([C:12]3[O:16][N:15]=[C:14]([C:17]4[CH:34]=[CH:33][C:20]([CH2:21][N:22]5[CH2:25][CH:24]([C:26]([O:28]C(C)(C)C)=[O:27])[CH2:23]5)=[CH:19][CH:18]=4)[N:13]=3)[C:8]=2[C:35]([F:38])([F:37])[F:36])[CH:6]=[CH:5][CH:4]=[CH:3][CH:2]=1. Product: [C:1]1([C:7]2[O:11][N:10]=[C:9]([C:12]3[O:16][N:15]=[C:14]([C:17]4[CH:34]=[CH:33][C:20]([CH2:21][N:22]5[CH2:25][CH:24]([C:26]([OH:28])=[O:27])[CH2:23]5)=[CH:19][CH:18]=4)[N:13]=3)[C:8]=2[C:35]([F:36])([F:37])[F:38])[CH:6]=[CH:5][CH:4]=[CH:3][CH:2]=1. The catalyst class is: 55. (4) Reactant: [NH2:1][C:2]1[CH:10]=[C:9]2[C:5]([CH:6]=[C:7]([C:11]([O:13][CH2:14][CH3:15])=[O:12])[NH:8]2)=[CH:4][C:3]=1[O:16][CH3:17].[CH3:18][S:19](Cl)(=[O:21])=[O:20]. Product: [CH3:17][O:16][C:3]1[CH:4]=[C:5]2[C:9](=[CH:10][C:2]=1[NH:1][S:19]([CH3:18])(=[O:21])=[O:20])[NH:8][C:7]([C:11]([O:13][CH2:14][CH3:15])=[O:12])=[CH:6]2. The catalyst class is: 17. (5) Reactant: [CH3:1][O:2][C:3]([C:5]1[N:6]=[C:7](Cl)[C:8]2[C:13]([CH:14]=1)=[CH:12][CH:11]=[CH:10][CH:9]=2)=[O:4].[CH:16]1(B(O)O)[CH2:18][CH2:17]1.P([O-])([O-])([O-])=O.[K+].[K+].[K+]. Product: [CH3:1][O:2][C:3]([C:5]1[N:6]=[C:7]([CH:16]2[CH2:18][CH2:17]2)[C:8]2[C:13]([CH:14]=1)=[CH:12][CH:11]=[CH:10][CH:9]=2)=[O:4]. The catalyst class is: 225. (6) Reactant: [F:1][C:2]1[CH:3]=[C:4]2[C:9](=[CH:10][CH:11]=1)[N:8]=[C:7]([C@@H:12]([NH:14]C(=O)OC(C)(C)C)[CH3:13])[C:6]([C:22]1[CH:27]=[CH:26][CH:25]=[CH:24][N:23]=1)=[C:5]2[C:28](=[O:33])[NH:29][CH2:30][CH2:31][OH:32].Cl.O1CCOCC1.CCN(C(C)C)C(C)C.[NH2:50][C:51]1[C:56]([C:57]#[N:58])=[C:55](Cl)[N:54]=[CH:53][N:52]=1. Product: [NH2:50][C:51]1[N:52]=[CH:53][N:54]=[C:55]([NH:14][C@H:12]([C:7]2[C:6]([C:22]3[CH:27]=[CH:26][CH:25]=[CH:24][N:23]=3)=[C:5]([C:28]([NH:29][CH2:30][CH2:31][OH:32])=[O:33])[C:4]3[C:9](=[CH:10][CH:11]=[C:2]([F:1])[CH:3]=3)[N:8]=2)[CH3:13])[C:56]=1[C:57]#[N:58]. The catalyst class is: 3. (7) Reactant: [F:1][C:2]1[CH:3]=[CH:4][C:5]([O:14][CH3:15])=[C:6]2[C:10]=1[NH:9][C:8](=[O:11])[CH:7]2SC.C1(P(C2C=CC=CC=2)C2C=CC=CC=2)C=CC=CC=1.O.C1(C)C=CC(S(O)(=O)=O)=CC=1.C(=O)([O-])O.[Na+]. Product: [F:1][C:2]1[CH:3]=[CH:4][C:5]([O:14][CH3:15])=[C:6]2[C:10]=1[NH:9][C:8](=[O:11])[CH2:7]2. The catalyst class is: 4.